From a dataset of Full USPTO retrosynthesis dataset with 1.9M reactions from patents (1976-2016). Predict the reactants needed to synthesize the given product. (1) Given the product [C:1]([O:5][C:6](=[O:36])[N:7]([CH2:16][C:17]1[CH:18]=[N:19][C:20]([CH3:35])=[C:21]([O:25][CH2:26][C:27]2[CH:32]=[CH:31][CH:30]=[C:29]([C:33]#[N:34])[CH:28]=2)[C:22]=1[CH2:23][F:47])[C:8]1[CH:13]=[CH:12][C:11]([C:14]#[N:15])=[CH:10][CH:9]=1)([CH3:4])([CH3:3])[CH3:2], predict the reactants needed to synthesize it. The reactants are: [C:1]([O:5][C:6](=[O:36])[N:7]([CH2:16][C:17]1[CH:18]=[N:19][C:20]([CH3:35])=[C:21]([O:25][CH2:26][C:27]2[CH:32]=[CH:31][CH:30]=[C:29]([C:33]#[N:34])[CH:28]=2)[C:22]=1[CH2:23]O)[C:8]1[CH:13]=[CH:12][C:11]([C:14]#[N:15])=[CH:10][CH:9]=1)([CH3:4])([CH3:3])[CH3:2].COCCN(S(F)(F)[F:47])CCOC.C(=O)(O)[O-].[Na+]. (2) The reactants are: C(OC(=O)[NH:7][C:8]1[CH:9]=[C:10]([C:14]2[CH:19]=[CH:18][C:17]([CH2:20][NH:21][S:22]([CH3:25])(=[O:24])=[O:23])=[CH:16][CH:15]=2)[CH:11]=[CH:12][CH:13]=1)(C)(C)C.[ClH:27].CO. Given the product [NH2:7][C:8]1[CH:9]=[C:10]([C:14]2[CH:19]=[CH:18][C:17]([CH2:20][NH:21][S:22]([CH3:25])(=[O:24])=[O:23])=[CH:16][CH:15]=2)[CH:11]=[CH:12][CH:13]=1.[ClH:27], predict the reactants needed to synthesize it. (3) Given the product [Cl:19][C:11]1[C:12]([N:14]([CH:16]2[CH2:17][CH2:18]2)[CH3:15])=[CH:13][C:8]2[N:7]=[C:29]([C:31]3[CH:36]=[CH:35][N:34]=[C:33]([C:37]#[N:38])[CH:32]=3)[CH2:28][C:27](=[O:39])[NH:20][C:9]=2[CH:10]=1, predict the reactants needed to synthesize it. The reactants are: C(OC(=O)[NH:7][C:8]1[CH:13]=[C:12]([N:14]([CH:16]2[CH2:18][CH2:17]2)[CH3:15])[C:11]([Cl:19])=[CH:10][C:9]=1[NH2:20])(C)(C)C.C(O[C:27](=[O:39])[CH2:28][C:29]([C:31]1[CH:36]=[CH:35][N:34]=[C:33]([C:37]#[N:38])[CH:32]=1)=O)(C)(C)C.C(O)(C(F)(F)F)=O. (4) Given the product [ClH:39].[CH:1]1([C:4]2[N:8]([C:9]3[N:14]=[CH:13][C:12]([NH:15][C:16](=[O:24])[CH2:17][C:18]4[CH:23]=[CH:22][CH:21]=[CH:20][N:19]=4)=[CH:11][CH:10]=3)[N:7]=[C:6]([C:25]([F:28])([F:27])[F:26])[CH:5]=2)[CH2:3][CH2:2]1, predict the reactants needed to synthesize it. The reactants are: [CH:1]1([C:4]2[N:8]([C:9]3[N:14]=[CH:13][C:12]([NH:15][C:16](=[O:24])[CH2:17][C:18]4[CH:23]=[CH:22][CH:21]=[CH:20][N:19]=4)=[CH:11][CH:10]=3)[N:7]=[C:6]([C:25]([F:28])([F:27])[F:26])[CH:5]=2)[CH2:3][CH2:2]1.N1C=CC=CC=1CC(O)=O.[ClH:39].